Predict which catalyst facilitates the given reaction. From a dataset of Catalyst prediction with 721,799 reactions and 888 catalyst types from USPTO. (1) Reactant: [Br:1][C:2]1[CH:3]=[C:4]([CH:15]=[CH:16][CH:17]=1)[O:5][CH2:6][C:7]1[O:11][N:10]=[C:9]([C:12]([OH:14])=O)[CH:8]=1.C(N(CC)CC)C.Cl.C(N=C=NCCCN(C)C)C.ON1C2C=CC=CC=2N=N1.[O:47]1[CH2:51][CH2:50][CH:49]([CH2:52][NH2:53])[CH2:48]1. Product: [O:47]1[CH2:51][CH2:50][CH:49]([CH2:52][NH:53][C:12]([C:9]2[CH:8]=[C:7]([CH2:6][O:5][C:4]3[CH:15]=[CH:16][CH:17]=[C:2]([Br:1])[CH:3]=3)[O:11][N:10]=2)=[O:14])[CH2:48]1. The catalyst class is: 408. (2) Reactant: [CH3:1][O:2][C:3]1[CH:4]=[C:5]([NH:11][C:12](=[O:26])[CH2:13][N:14]2[C:18]3[C:19]([C:23]([OH:25])=[O:24])=[CH:20][CH:21]=[CH:22][C:17]=3[N:16]=[CH:15]2)[CH:6]=[C:7]([O:9][CH3:10])[CH:8]=1.CN(C=O)C.F[P-](F)(F)(F)(F)F.N1(OC(N(C)C)=[N+](C)C)[C:43]2C=CC=C[C:42]=2N=N1. Product: [CH3:10][O:9][C:7]1[CH:6]=[C:5]([NH:11][C:12](=[O:26])[CH2:13][N:14]2[C:18]3[C:19]([C:23]([O:25][CH2:42][CH3:43])=[O:24])=[CH:20][CH:21]=[CH:22][C:17]=3[N:16]=[CH:15]2)[CH:4]=[C:3]([O:2][CH3:1])[CH:8]=1. The catalyst class is: 8. (3) The catalyst class is: 1. Product: [CH:38]1([CH2:37][NH:26][C:5]2[CH:6]=[CH:7][C:8]([C:9]3[O:10][C:11]([C:14]4[C:15]([C:20]5[CH:21]=[CH:22][CH:23]=[CH:24][CH:25]=5)=[N:16][O:17][C:18]=4[CH3:19])=[N:12][N:13]=3)=[C:3]([O:2][CH3:1])[CH:4]=2)[CH2:40][CH2:39]1. Reactant: [CH3:1][O:2][C:3]1[CH:4]=[C:5]([NH2:26])[CH:6]=[CH:7][C:8]=1[C:9]1[O:10][C:11]([C:14]2[C:15]([C:20]3[CH:25]=[CH:24][CH:23]=[CH:22][CH:21]=3)=[N:16][O:17][C:18]=2[CH3:19])=[N:12][N:13]=1.C(N(CC)C(C)C)(C)C.Br[CH2:37][CH:38]1[CH2:40][CH2:39]1.C[Si]([N-][Si](C)(C)C)(C)C.[K+]. (4) Reactant: Cl.C(OC([NH:9][C:10]1([C:23](=[O:36])[NH:24][C@H:25]([C:29]2[CH:34]=[CH:33][C:32]([Cl:35])=[CH:31][CH:30]=2)[CH2:26][CH2:27][OH:28])[CH2:15][CH2:14][N:13](C(OC(C)(C)C)=O)[CH2:12][CH2:11]1)=O)(C)(C)C. Product: [NH2:9][C:10]1([C:23]([NH:24][C@H:25]([C:29]2[CH:34]=[CH:33][C:32]([Cl:35])=[CH:31][CH:30]=2)[CH2:26][CH2:27][OH:28])=[O:36])[CH2:15][CH2:14][NH:13][CH2:12][CH2:11]1. The catalyst class is: 169. (5) Reactant: [C:1]([O:5][C:6](=[O:15])[NH:7][CH:8]1[CH2:13][CH2:12][C:11](=O)[CH2:10][CH2:9]1)([CH3:4])([CH3:3])[CH3:2].[NH:16]1[CH2:21][CH2:20][O:19][CH2:18][CH2:17]1.C(O[BH-](OC(=O)C)OC(=O)C)(=O)C.[Na+]. Product: [C:1]([O:5][C:6](=[O:15])[NH2:7])([CH3:4])([CH3:3])[CH3:2].[N:16]1([CH:11]2[CH2:12][CH2:13][CH:8]([NH2:7])[CH2:9][CH2:10]2)[CH2:21][CH2:20][O:19][CH2:18][CH2:17]1. The catalyst class is: 322. (6) Reactant: N1N(C2C=CC(C(F)(F)F)=CC=2C(O)=O)N=CC=1.N1(C2C=CC(C(F)(F)F)=CC=2C(O)=O)C=CN=N1.[N:37]1[NH:38][N:39]=[CH:40][CH:41]=1.[F:42][C:43]1[C:51]([F:52])=[CH:50][CH:49]=[C:48](I)[C:44]=1[C:45]([OH:47])=[O:46]. Product: [F:42][C:43]1[C:51]([F:52])=[CH:50][CH:49]=[C:48]([N:38]2[N:39]=[CH:40][CH:41]=[N:37]2)[C:44]=1[C:45]([OH:47])=[O:46]. The catalyst class is: 38. (7) Reactant: C(Cl)(=O)C(Cl)=O.CS(C)=O.[C:11]([N:15]1[CH2:20][CH2:19][O:18][CH:17]([CH2:21][OH:22])[CH2:16]1)([CH3:14])([CH3:13])[CH3:12].C(N(CC)CC)C. Product: [C:11]([N:15]1[CH2:20][CH2:19][O:18][CH:17]([CH:21]=[O:22])[CH2:16]1)([CH3:14])([CH3:13])[CH3:12]. The catalyst class is: 4.